This data is from NCI-60 drug combinations with 297,098 pairs across 59 cell lines. The task is: Regression. Given two drug SMILES strings and cell line genomic features, predict the synergy score measuring deviation from expected non-interaction effect. (1) Drug 1: CCC1=C2CN3C(=CC4=C(C3=O)COC(=O)C4(CC)O)C2=NC5=C1C=C(C=C5)O. Drug 2: COCCOC1=C(C=C2C(=C1)C(=NC=N2)NC3=CC=CC(=C3)C#C)OCCOC.Cl. Cell line: MALME-3M. Synergy scores: CSS=14.3, Synergy_ZIP=-3.07, Synergy_Bliss=-0.925, Synergy_Loewe=-0.773, Synergy_HSA=-2.53. (2) Drug 1: C1C(C(OC1N2C=C(C(=O)NC2=O)F)CO)O. Drug 2: CCCCCOC(=O)NC1=NC(=O)N(C=C1F)C2C(C(C(O2)C)O)O. Cell line: SF-295. Synergy scores: CSS=22.1, Synergy_ZIP=-1.27, Synergy_Bliss=0.703, Synergy_Loewe=-20.1, Synergy_HSA=-0.640. (3) Drug 1: C1=CC(=CC=C1CCC2=CNC3=C2C(=O)NC(=N3)N)C(=O)NC(CCC(=O)O)C(=O)O. Drug 2: CC1=C(C=C(C=C1)NC(=O)C2=CC=C(C=C2)CN3CCN(CC3)C)NC4=NC=CC(=N4)C5=CN=CC=C5. Cell line: CCRF-CEM. Synergy scores: CSS=26.3, Synergy_ZIP=6.79, Synergy_Bliss=-2.22, Synergy_Loewe=-17.6, Synergy_HSA=-3.01. (4) Drug 1: CC(C1=C(C=CC(=C1Cl)F)Cl)OC2=C(N=CC(=C2)C3=CN(N=C3)C4CCNCC4)N. Drug 2: N.N.Cl[Pt+2]Cl. Cell line: UACC62. Synergy scores: CSS=8.41, Synergy_ZIP=-1.91, Synergy_Bliss=0.879, Synergy_Loewe=-14.5, Synergy_HSA=0.665. (5) Drug 1: C1=C(C(=O)NC(=O)N1)N(CCCl)CCCl. Drug 2: CCCCCOC(=O)NC1=NC(=O)N(C=C1F)C2C(C(C(O2)C)O)O. Cell line: NCI-H226. Synergy scores: CSS=14.0, Synergy_ZIP=-2.92, Synergy_Bliss=0.227, Synergy_Loewe=-4.38, Synergy_HSA=0.432.